From a dataset of Reaction yield outcomes from USPTO patents with 853,638 reactions. Predict the reaction yield, written as a fraction of the theoretical maximum amount of product (1.0 means a 100% yield; for example, 0.34 means a 34% yield). (1) The reactants are [NH2:1][C:2]1[N:7]=[C:6]([C:8]([O:10][CH2:11][CH3:12])=[O:9])[CH:5]=[CH:4][CH:3]=1.[C:13](O[C:13]([O:15][C:16]([CH3:19])([CH3:18])[CH3:17])=[O:14])([O:15][C:16]([CH3:19])([CH3:18])[CH3:17])=[O:14]. The catalyst is CN(C1C=CN=CC=1)C.C1COCC1. The product is [C:16]([O:15][C:13]([NH:1][C:2]1[N:7]=[C:6]([C:8]([O:10][CH2:11][CH3:12])=[O:9])[CH:5]=[CH:4][CH:3]=1)=[O:14])([CH3:19])([CH3:18])[CH3:17]. The yield is 1.00. (2) The catalyst is S(=O)(=O)(O)O. The product is [Cl:1][C:2]1[C:7]([N+:15]([O-:17])=[O:16])=[C:6]([Cl:8])[N:5]=[C:4]([N:9]2[CH2:10][CH2:11][O:12][CH2:13][CH2:14]2)[CH:3]=1. The yield is 0.490. The reactants are [Cl:1][C:2]1[CH:7]=[C:6]([Cl:8])[N:5]=[C:4]([N:9]2[CH2:14][CH2:13][O:12][CH2:11][CH2:10]2)[CH:3]=1.[N+:15]([O-])([O-:17])=[O:16].[K+].[OH-].[Na+]. (3) The reactants are [NH2:1][C:2]1[C:7](I)=[CH:6][C:5]([Br:9])=[CH:4][N:3]=1.[CH2:10](N(CC)CC)[CH3:11].CC(C)(O)C#C. The catalyst is ClCCl.C1(C)C=CC=CC=1.O.[Cu]I. The product is [Br:9][C:5]1[CH:6]=[C:7]2[C:2](=[N:3][CH:4]=1)[NH:1][CH:11]=[CH:10]2. The yield is 0.620. (4) The reactants are [Br:1][C:2]1[S:6][C:5]([S:7]([Cl:10])(=[O:9])=[O:8])=[CH:4][CH:3]=1.[CH2:11]([N:13]1[C:17]([CH:18]2[CH2:23][CH2:22][N:21]([CH2:24][CH2:25][CH:26]([NH2:33])[C:27]3[CH:32]=[CH:31][CH:30]=[CH:29][CH:28]=3)[CH2:20][CH2:19]2)=[CH:16][C:15]([CH3:34])=[N:14]1)[CH3:12].CCN(CC)CC. The catalyst is C(Cl)Cl. The product is [ClH:10].[CH2:11]([N:13]1[C:17]([CH:18]2[CH2:23][CH2:22][N:21]([CH2:24][CH2:25][CH:26]([NH:33][S:7]([C:5]3[S:6][C:2]([Br:1])=[CH:3][CH:4]=3)(=[O:9])=[O:8])[C:27]3[CH:28]=[CH:29][CH:30]=[CH:31][CH:32]=3)[CH2:20][CH2:19]2)=[CH:16][C:15]([CH3:34])=[N:14]1)[CH3:12]. The yield is 0.100. (5) The reactants are [F:1][C:2]1[CH:3]=[C:4]([C:8]2([CH3:23])[CH2:12][CH2:11][CH2:10][N:9]2[C:13]2[CH:18]=[CH:17][N:16]3[N:19]=[CH:20][C:21]([NH2:22])=[C:15]3[N:14]=2)[CH:5]=[CH:6][CH:7]=1.C1N=CN([C:29]([N:31]2[CH:35]=N[CH:33]=[CH:32]2)=[O:30])C=1.Cl.N1CC([OH:41])C1.CCN(C(C)C)C(C)C. The catalyst is C(Cl)Cl. The product is [F:1][C:2]1[CH:3]=[C:4]([C:8]2([CH3:23])[CH2:12][CH2:11][CH2:10][N:9]2[C:13]2[CH:18]=[CH:17][N:16]3[N:19]=[CH:20][C:21]([NH:22][C:29]([N:31]4[CH2:32][CH:33]([OH:41])[CH2:35]4)=[O:30])=[C:15]3[N:14]=2)[CH:5]=[CH:6][CH:7]=1. The yield is 0.550. (6) The reactants are Cl[C:2]1[CH:7]=[C:6]([C:8]2[CH:13]=[C:12]([Cl:14])[CH:11]=[CH:10][C:9]=2[CH3:15])[N:5]=[C:4]([NH2:16])[N:3]=1.[Cl:17][C:18]1[CH:24]=[CH:23][C:21]([NH2:22])=[CH:20][CH:19]=1. No catalyst specified. The product is [Cl:14][C:12]1[CH:11]=[CH:10][C:9]([CH3:15])=[C:8]([C:6]2[N:5]=[C:4]([NH2:16])[N:3]=[C:2]([NH:22][C:21]3[CH:23]=[CH:24][C:18]([Cl:17])=[CH:19][CH:20]=3)[CH:7]=2)[CH:13]=1. The yield is 0.780. (7) The reactants are C[O:2][C:3](=[O:12])[C:4]1[CH:9]=[C:8]([Br:10])[C:7](Cl)=[N:6][CH:5]=1.[CH3:13][O:14][CH2:15][CH2:16][OH:17].C1CCN2C(=NCCC2)CC1.[OH-].[K+].Cl. The catalyst is O. The product is [Br:10][C:8]1[C:7]([O:17][CH2:16][CH2:15][O:14][CH3:13])=[N:6][CH:5]=[C:4]([CH:9]=1)[C:3]([OH:2])=[O:12]. The yield is 0.660. (8) The reactants are Br[C:2]1[CH:7]=[CH:6][C:5](/[CH:8]=[CH:9]/[C:10]2[NH:11][CH:12]=[C:13]([C:15]3[CH:20]=[CH:19][C:18]([Cl:21])=[CH:17][C:16]=3[Cl:22])[N:14]=2)=[CH:4][CH:3]=1.[CH2:23]([O:27][C:28]1[CH:33]=[CH:32][C:31](B(O)O)=[CH:30][CH:29]=1)[CH2:24][CH2:25][CH3:26]. No catalyst specified. The product is [CH2:23]([O:27][C:28]1[CH:33]=[CH:32][C:31]([C:2]2[CH:7]=[CH:6][C:5](/[CH:8]=[CH:9]/[C:10]3[NH:11][CH:12]=[C:13]([C:15]4[CH:20]=[CH:19][C:18]([Cl:21])=[CH:17][C:16]=4[Cl:22])[N:14]=3)=[CH:4][CH:3]=2)=[CH:30][CH:29]=1)[CH2:24][CH2:25][CH3:26]. The yield is 0.520.